This data is from Forward reaction prediction with 1.9M reactions from USPTO patents (1976-2016). The task is: Predict the product of the given reaction. (1) Given the reactants [C:1]1([CH3:7])[CH:6]=[CH:5][CH:4]=[CH:3][CH:2]=1.Br[C:9]1[C:14]([N:15]2[CH2:20][CH2:19][N:18]([C:21]3[CH:26]=[CH:25][C:24]([O:27][CH3:28])=[CH:23][CH:22]=3)[CH2:17][CH2:16]2)=[CH:13][CH:12]=[C:11]([O:29][CH3:30])[N:10]=1.CC1C=CC(B(O)O)=CC=1.C(=O)([O-])[O-].[Na+].[Na+], predict the reaction product. The product is: [CH3:30][O:29][C:11]1[N:10]=[C:9]([C:4]2[CH:5]=[CH:6][C:1]([CH3:7])=[CH:2][CH:3]=2)[C:14]([N:15]2[CH2:20][CH2:19][N:18]([C:21]3[CH:26]=[CH:25][C:24]([O:27][CH3:28])=[CH:23][CH:22]=3)[CH2:17][CH2:16]2)=[CH:13][CH:12]=1. (2) Given the reactants Cl.[CH2:2]([C:4]1[C:12]2[C:7](=[CH:8][C:9]([NH2:13])=[CH:10][CH:11]=2)[N:6]([C:14]2[CH:19]=[CH:18][CH:17]=[CH:16][CH:15]=2)[N:5]=1)[CH3:3].C(N(CCCC)CCCC)CCC.[NH:33]1[C:37]2[CH:38]=[CH:39][C:40]([C:42](O)=[O:43])=[CH:41][C:36]=2[N:35]=[CH:34]1.[I-].ClC1C=CC=C[N+]=1C, predict the reaction product. The product is: [CH2:2]([C:4]1[C:12]2[C:7](=[CH:8][C:9]([NH:13][C:42]([C:40]3[CH:39]=[CH:38][C:37]4[NH:33][CH:34]=[N:35][C:36]=4[CH:41]=3)=[O:43])=[CH:10][CH:11]=2)[N:6]([C:14]2[CH:19]=[CH:18][CH:17]=[CH:16][CH:15]=2)[N:5]=1)[CH3:3]. (3) Given the reactants Cl.[F:2][C:3]1[CH:8]=[CH:7][C:6]([NH:9][C:10]2[CH:15]=[CH:14][N:13]=[C:12]([NH:16][C:17]3[CH:22]=[CH:21][C:20]([S:23](Cl)(=[O:25])=[O:24])=[CH:19][CH:18]=3)[N:11]=2)=[CH:5][CH:4]=1.Cl.[CH3:28][NH:29][CH:30]1[CH2:35][CH2:34][N:33]([CH2:36][C:37]2[CH:41]=[CH:40][S:39][CH:38]=2)[CH2:32][CH2:31]1, predict the reaction product. The product is: [F:2][C:3]1[CH:8]=[CH:7][C:6]([NH:9][C:10]2[CH:15]=[CH:14][N:13]=[C:12]([NH:16][C:17]3[CH:22]=[CH:21][C:20]([S:23]([N:29]([CH3:28])[CH:30]4[CH2:31][CH2:32][N:33]([CH2:36][C:37]5[CH:41]=[CH:40][S:39][CH:38]=5)[CH2:34][CH2:35]4)(=[O:25])=[O:24])=[CH:19][CH:18]=3)[N:11]=2)=[CH:5][CH:4]=1. (4) Given the reactants [CH3:1][CH:2]1[CH2:6][C:5]2[C:7]([CH3:19])=[C:8]([N:13]3[CH2:18][CH2:17][NH:16][CH2:15][CH2:14]3)[C:9]([CH3:12])=[C:10]([CH3:11])[C:4]=2[O:3]1.I[C:21]1[CH:26]=[CH:25][C:24]([CH3:27])=[CH:23][CH:22]=1, predict the reaction product. The product is: [CH3:27][C:24]1[CH:25]=[CH:26][C:21]([N:16]2[CH2:15][CH2:14][N:13]([C:8]3[C:9]([CH3:12])=[C:10]([CH3:11])[C:4]4[O:3][CH:2]([CH3:1])[CH2:6][C:5]=4[C:7]=3[CH3:19])[CH2:18][CH2:17]2)=[CH:22][CH:23]=1. (5) Given the reactants [CH3:1][O:2][C:3]1[CH:8]=[CH:7][C:6]([NH2:9])=[CH:5][CH:4]=1.[CH2:10]([O:12][C:13]([C:15]#[C:16][C:17](OCC)=[O:18])=[O:14])[CH3:11], predict the reaction product. The product is: [OH:18][C:17]1[C:7]2[C:6](=[CH:5][CH:4]=[C:3]([O:2][CH3:1])[CH:8]=2)[N:9]=[C:15]([C:13]([O:12][CH2:10][CH3:11])=[O:14])[CH:16]=1. (6) Given the reactants Cl[C:2]1[CH:7]=[C:6]([C:8]([NH:10][CH2:11][C:12]23[CH2:21][CH:16]4[CH2:17][CH:18]([CH2:20][CH:14]([CH2:15]4)[CH2:13]2)[CH2:19]3)=[O:9])[C:5]([Cl:22])=[CH:4][N:3]=1.CC1(C)C(C)(C)OB([C:31]2[CH:41]=[CH:40][CH:39]=[CH:38][C:32]=2[C:33]([O:35][CH2:36][CH3:37])=[O:34])O1.C(=O)([O-])[O-].[K+].[K+], predict the reaction product. The product is: [Cl:22][C:5]1[C:6]([C:8]([NH:10][CH2:11][C:12]23[CH2:19][CH:18]4[CH2:17][CH:16]([CH2:15][CH:14]([CH2:20]4)[CH2:13]2)[CH2:21]3)=[O:9])=[CH:7][C:2]([C:38]2[CH:39]=[CH:40][CH:41]=[CH:31][C:32]=2[C:33]([O:35][CH2:36][CH3:37])=[O:34])=[N:3][CH:4]=1. (7) Given the reactants [N+](C1C(NC2C=CC(N)=CC=2)=CC=C2C=1CCC2)([O-])=O.[F:21][C:22]1[CH:27]=[CH:26][CH:25]=[CH:24][C:23]=1[CH2:28][CH2:29][C:30](O)=O.Cl.S1C=CC(CCC2[N:42]([C:46]3[CH:51]=[CH:50][C:49]([N:52]4[C:58](=[O:59])[CH2:57][C:56](=[O:60])[NH:55][C:54]5[C:61]6[C:66]([CH:67]=[CH:68][C:53]4=5)=[CH:65]C=[CH:63][CH:62]=6)=[CH:48][CH:47]=3)[CH:43]=[CH:44][N:45]=2)=C1.S1C=CC(CCC2N(C3C=CC(NC4C(N)=C5C(=CC=4)C=CC=C5)=CC=3)C=CN=2)=C1.S1C=CC(CCC2N(C3C=CC(N4C(=O)CC(=O)NC5C6C(C=CC4=5)=CC=CC=6)=CC=3)C=CN=2)=C1, predict the reaction product. The product is: [F:21][C:22]1[CH:27]=[CH:26][CH:25]=[CH:24][C:23]=1[CH2:28][CH2:29][C:30]1[N:42]([C:46]2[CH:47]=[CH:48][C:49]([N:52]3[C:58](=[O:59])[CH2:57][C:56](=[O:60])[NH:55][C:54]4[C:61]5[CH2:62][CH2:63][CH2:65][C:66]=5[CH:67]=[CH:68][C:53]3=4)=[CH:50][CH:51]=2)[CH:43]=[CH:44][N:45]=1. (8) Given the reactants [CH3:1][O:2][C:3]1[CH:4]=[C:5]2[C:10](=[CH:11][CH:12]=1)[N:9]=[CH:8][C:7]([N+:13]([O-:15])=[O:14])=[C:6]2O.O=P(Cl)(Cl)[Cl:19], predict the reaction product. The product is: [Cl:19][C:6]1[C:5]2[C:10](=[CH:11][CH:12]=[C:3]([O:2][CH3:1])[CH:4]=2)[N:9]=[CH:8][C:7]=1[N+:13]([O-:15])=[O:14]. (9) Given the reactants [NH2:1][CH2:2][CH:3]([C:8]1([CH3:13])[O:12][CH2:11][CH2:10][O:9]1)[C:4]([O:6][CH3:7])=[O:5].[F:14][C:15]1[CH:16]=[C:17]2[C:22](=O)[O:21][C:19](=[O:20])[C:18]2=[CH:24][CH:25]=1, predict the reaction product. The product is: [F:14][C:15]1[CH:16]=[C:17]2[C:18](=[CH:24][CH:25]=1)[C:19](=[O:20])[N:1]([CH2:2][CH:3]([C:8]1([CH3:13])[O:9][CH2:10][CH2:11][O:12]1)[C:4]([O:6][CH3:7])=[O:5])[C:22]2=[O:21].